From a dataset of Reaction yield outcomes from USPTO patents with 853,638 reactions. Predict the reaction yield, written as a fraction of the theoretical maximum amount of product (1.0 means a 100% yield; for example, 0.34 means a 34% yield). The reactants are [NH2:1][C:2]1[N:7]([CH2:8][CH2:9][O:10][CH3:11])[C:6](=[S:12])[NH:5][C:4](=[O:13])[CH:3]=1.[N:14]([O-])=[O:15].[Na+].O. The catalyst is C(O)(=O)C. The product is [NH2:1][C:2]1[N:7]([CH2:8][CH2:9][O:10][CH3:11])[C:6](=[S:12])[NH:5][C:4](=[O:13])[C:3]=1[N:14]=[O:15]. The yield is 0.370.